This data is from CYP3A4 inhibition data for predicting drug metabolism from PubChem BioAssay. The task is: Regression/Classification. Given a drug SMILES string, predict its absorption, distribution, metabolism, or excretion properties. Task type varies by dataset: regression for continuous measurements (e.g., permeability, clearance, half-life) or binary classification for categorical outcomes (e.g., BBB penetration, CYP inhibition). Dataset: cyp3a4_veith. (1) The drug is COc1cccc(Cn2c(=O)c(-c3ccccc3)nc3cnc(N(C)C)nc32)c1. The result is 1 (inhibitor). (2) The molecule is FC(F)(F)c1cc(Oc2ccc(Cl)cc2)nc(-c2ccccn2)n1. The result is 0 (non-inhibitor). (3) The molecule is O=C1[C@H]2CC[C@@H]3/C(=N\OC[C@@H](O)COCc4ccco4)C[C@@H](O)[C@@H](O)[C@@H]3[C@@H]2C(=O)N1C[C@@H]1CCCO1. The result is 0 (non-inhibitor). (4) The molecule is COc1cc(CNCCc2ccccc2)ccc1OCC(=O)NC(C)(C)C.Cl. The result is 0 (non-inhibitor). (5) The molecule is CCOC(=O)N1CCN(C(=O)CNCc2cccs2)CC1.O=C(O)C(=O)O. The result is 0 (non-inhibitor). (6) The compound is CCOC(=O)Cc1c(C)nc2c(-c3ccccc3)c(-c3ccccc3)[nH]n2c1=O. The result is 1 (inhibitor).